Dataset: Forward reaction prediction with 1.9M reactions from USPTO patents (1976-2016). Task: Predict the product of the given reaction. (1) Given the reactants [CH3:1][C:2]1[N:3]=[CH:4][C:5]([NH2:8])=[N:6][CH:7]=1.Cl[C:10]([O:12][C:13]1[CH:18]=[CH:17][CH:16]=[CH:15][CH:14]=1)=[O:11], predict the reaction product. The product is: [C:13]1([O:12][C:10](=[O:11])[NH:8][C:5]2[CH:4]=[N:3][C:2]([CH3:1])=[CH:7][N:6]=2)[CH:18]=[CH:17][CH:16]=[CH:15][CH:14]=1. (2) Given the reactants [Cl-].[CH2:2]([N+:4]([CH2:10][CH3:11])([CH2:6][CH2:7][O:8][CH3:9])[CH3:5])[CH3:3], predict the reaction product. The product is: [OH-:8].[CH2:2]([N+:4]([CH2:10][CH3:11])([CH2:6][CH2:7][O:8][CH3:9])[CH3:5])[CH3:3]. (3) Given the reactants Cl[C:2]1[CH:10]=[CH:9][N:8]=[C:7]2[C:3]=1[CH:4]=[CH:5][NH:6]2.[CH2:11]([O:18][C:19]1[CH:24]=[CH:23][C:22]([OH:25])=[CH:21][CH:20]=1)[C:12]1[CH:17]=[CH:16][CH:15]=[CH:14][CH:13]=1.C(O)(C(F)(F)F)=O.CCN(CC)CC, predict the reaction product. The product is: [CH2:11]([O:18][C:19]1[CH:20]=[CH:21][C:22]([O:25][C:2]2[CH:10]=[CH:9][N:8]=[C:7]3[NH:6][CH:5]=[CH:4][C:3]=23)=[CH:23][CH:24]=1)[C:12]1[CH:13]=[CH:14][CH:15]=[CH:16][CH:17]=1. (4) The product is: [CH3:18][C:5]1[C:6]2[C:11]([C:12]([CH3:17])=[C:13]3[C:4]=1[CH:3]=[CH:2][CH:15]=[CH:14]3)=[CH:10][CH:9]=[CH:8][CH:7]=2. Given the reactants Br[C:2]1[C:15](Br)=[CH:14][C:13]2[CH:12]([CH3:17])[C:11]3[C:6](=[CH:7][CH:8]=[CH:9][CH:10]=3)[CH:5]([CH3:18])[C:4]=2[CH:3]=1.O.O.[Sn](Cl)Cl.Cl.O, predict the reaction product.